This data is from Reaction yield outcomes from USPTO patents with 853,638 reactions. The task is: Predict the reaction yield, written as a fraction of the theoretical maximum amount of product (1.0 means a 100% yield; for example, 0.34 means a 34% yield). (1) The reactants are O.[OH-].[Li+].C([O:7][C@@H:8]([C:10]1[CH:14]=[N:13][N:12]([C:15]2[CH:20]=[CH:19][CH:18]=[C:17]([Cl:21])[CH:16]=2)[N:11]=1)[CH3:9])(=O)C. The catalyst is C1COCC1.O. The product is [Cl:21][C:17]1[CH:16]=[C:15]([N:12]2[N:11]=[C:10]([C@H:8]([OH:7])[CH3:9])[CH:14]=[N:13]2)[CH:20]=[CH:19][CH:18]=1. The yield is 1.00. (2) The reactants are Cl[C:2]1[C:7]([C:8]([O:10][CH2:11][CH3:12])=[O:9])=[CH:6][N:5]=[C:4]([S:13][CH3:14])[N:3]=1.[CH3:15][C:16]([NH2:19])([CH3:18])[CH3:17].CCN(C(C)C)C(C)C. The catalyst is C(O)C. The product is [C:16]([NH:19][C:2]1[C:7]([C:8]([O:10][CH2:11][CH3:12])=[O:9])=[CH:6][N:5]=[C:4]([S:13][CH3:14])[N:3]=1)([CH3:18])([CH3:17])[CH3:15]. The yield is 0.920. (3) The reactants are C(OC([N:8]1[CH2:15][CH:14]2[CH:10]([CH2:11][N:12]([C:16]3[S:17][CH:18]=[CH:19][N:20]=3)[CH2:13]2)[CH2:9]1)=O)(C)(C)C.[ClH:21]. No catalyst specified. The product is [ClH:21].[S:17]1[CH:18]=[CH:19][N:20]=[C:16]1[N:12]1[CH2:11][CH:10]2[CH:14]([CH2:15][NH:8][CH2:9]2)[CH2:13]1. The yield is 0.410. (4) The reactants are [H-].[H-].[H-].[H-].[Li+].[Al+3].C([O:9][C:10](=O)[CH2:11][CH2:12][CH2:13][N:14]1[CH:18]=[C:17]([N+:19]([O-:21])=[O:20])[CH:16]=[N:15]1)C. The catalyst is C1COCC1. The product is [N+:19]([C:17]1[CH:16]=[N:15][N:14]([CH2:13][CH2:12][CH2:11][CH2:10][OH:9])[CH:18]=1)([O-:21])=[O:20]. The yield is 0.303. (5) The reactants are C[O:2][C:3](=[O:24])[C:4]1[CH:9]=[C:8]([C:10]2[S:11][CH:12]=[C:13]([C:15]3[CH:20]=[CH:19][C:18]([Cl:21])=[C:17]([Cl:22])[CH:16]=3)[N:14]=2)[CH:7]=[CH:6][C:5]=1Br.[C:25]([C:28]1[CH:33]=[CH:32][C:31](B(O)O)=[CH:30][CH:29]=1)(=[O:27])[CH3:26]. No catalyst specified. The product is [C:25]([C:28]1[CH:33]=[CH:32][C:31]([C:5]2[C:4]([C:3]([OH:2])=[O:24])=[CH:9][C:8]([C:10]3[S:11][CH:12]=[C:13]([C:15]4[CH:20]=[CH:19][C:18]([Cl:21])=[C:17]([Cl:22])[CH:16]=4)[N:14]=3)=[CH:7][CH:6]=2)=[CH:30][CH:29]=1)(=[O:27])[CH3:26]. The yield is 0.300. (6) The reactants are [C:1]([O:5][C:6]([N:8]1[CH2:13][CH2:12][C:11]([C:15]2[CH:20]=[CH:19][C:18]([Cl:21])=[CH:17][CH:16]=2)([OH:14])[CH:10]([NH2:22])[CH2:9]1)=[O:7])([CH3:4])([CH3:3])[CH3:2].[C:23](Cl)(=[O:26])[CH2:24][CH3:25].C(N(CC)CC)C. The catalyst is C(Cl)Cl. The product is [C:1]([O:5][C:6]([N:8]1[CH2:13][CH2:12][C:11]([C:15]2[CH:16]=[CH:17][C:18]([Cl:21])=[CH:19][CH:20]=2)([OH:14])[CH:10]([NH:22][C:23](=[O:26])[CH2:24][CH3:25])[CH2:9]1)=[O:7])([CH3:4])([CH3:2])[CH3:3]. The yield is 0.970. (7) The reactants are [C:1]1([CH2:7][CH2:8][N:9]2[CH2:14][CH2:13][CH2:12][C@@H:11]([NH:15][C:16]3[N:17]=[CH:18][C:19](/[CH:22]=[CH:23]/[C:24]([NH:26][O:27]C4CCCCO4)=[O:25])=[N:20][CH:21]=3)[CH2:10]2)[CH:6]=[CH:5][CH:4]=[CH:3][CH:2]=1.[ClH:34]. The catalyst is CCO. The product is [ClH:34].[ClH:34].[OH:27][NH:26][C:24](=[O:25])/[CH:23]=[CH:22]/[C:19]1[CH:18]=[N:17][C:16]([NH:15][C@@H:11]2[CH2:12][CH2:13][CH2:14][N:9]([CH2:8][CH2:7][C:1]3[CH:6]=[CH:5][CH:4]=[CH:3][CH:2]=3)[CH2:10]2)=[CH:21][N:20]=1. The yield is 0.740.